From a dataset of Forward reaction prediction with 1.9M reactions from USPTO patents (1976-2016). Predict the product of the given reaction. (1) Given the reactants C([BH-](C(CC)C)C(CC)C)(CC)C.[Li+].[Br:15][C:16]1[CH:21]=[CH:20][C:19]([C:22](=[N:24][S@@:25]([C:27]([CH3:30])([CH3:29])[CH3:28])=[O:26])[CH3:23])=[C:18]([CH3:31])[CH:17]=1.O, predict the reaction product. The product is: [Br:15][C:16]1[CH:21]=[CH:20][C:19]([C@@H:22]([NH:24][S@@:25]([C:27]([CH3:30])([CH3:29])[CH3:28])=[O:26])[CH3:23])=[C:18]([CH3:31])[CH:17]=1. (2) Given the reactants [F:1][C:2]([F:24])([F:23])[C:3]1[CH:4]=[C:5]([C:13]2[N:17]=[CH:16][N:15](/[CH:18]=[CH:19]\[C:20](O)=[O:21])[N:14]=2)[CH:6]=[C:7]([C:9]([F:12])([F:11])[F:10])[CH:8]=1.CCN=C=NCCCN(C)C.Cl.Cl.[F:38][C:39]1([F:45])[CH2:44][CH2:43][CH2:42][NH:41][CH2:40]1.CCN(C(C)C)C(C)C.C1C=CC2N(O)N=NC=2C=1, predict the reaction product. The product is: [F:11][C:9]([F:10])([F:12])[C:7]1[CH:6]=[C:5]([C:13]2[N:17]=[CH:16][N:15](/[CH:18]=[CH:19]\[C:20]([N:41]3[CH2:42][CH2:43][CH2:44][C:39]([F:45])([F:38])[CH2:40]3)=[O:21])[N:14]=2)[CH:4]=[C:3]([C:2]([F:1])([F:23])[F:24])[CH:8]=1. (3) Given the reactants [NH2:1][NH2:2].[Br:3][C:4]1[CH:5]=[N:6][C:7](OC)=[C:8]([CH:11]=1)[C:9]#[N:10], predict the reaction product. The product is: [Br:3][C:4]1[CH:11]=[C:8]2[C:9]([NH2:10])=[N:2][NH:1][C:7]2=[N:6][CH:5]=1. (4) Given the reactants C(OC(=O)[NH:7][C:8]1[S:9][C:10](=[CH:14][C:15]2[CH:24]=[CH:23][C:22]3[C:17](=[CH:18][CH:19]=[CH:20][N:21]=3)[N:16]=2)[C:11](=[O:13])[N:12]=1)(C)(C)C, predict the reaction product. The product is: [NH2:7][C:8]1[S:9][C:10](=[CH:14][C:15]2[CH:24]=[CH:23][C:22]3[C:17](=[CH:18][CH:19]=[CH:20][N:21]=3)[N:16]=2)[C:11](=[O:13])[N:12]=1. (5) The product is: [CH2:30]([N:14]1[CH2:15][CH2:16][CH:11]([N:8]2[C:9]3[CH:10]=[C:2]([Br:1])[CH:3]=[C:4]([C:17]([NH:19][CH2:20][C:21]4[C:22](=[O:29])[NH:23][C:24]([CH3:28])=[CH:25][C:26]=4[CH3:27])=[O:18])[C:5]=3[CH:6]=[N:7]2)[CH2:12][CH2:13]1)[C:31]1[CH:36]=[CH:35][CH:34]=[CH:33][CH:32]=1. Given the reactants [Br:1][C:2]1[CH:3]=[C:4]([C:17]([NH:19][CH2:20][C:21]2[C:22](=[O:29])[NH:23][C:24]([CH3:28])=[CH:25][C:26]=2[CH3:27])=[O:18])[C:5]2[CH:6]=[N:7][N:8]([CH:11]3[CH2:16][CH2:15][NH:14][CH2:13][CH2:12]3)[C:9]=2[CH:10]=1.[CH:30](=O)[C:31]1[CH:36]=[CH:35][CH:34]=[CH:33][CH:32]=1.CO.C(O)(=O)C.[BH3-]C#N.[Na+], predict the reaction product. (6) Given the reactants [N:1]1[CH:6]=[CH:5][C:4]([C:7]2[CH:19]=[CH:18][C:10]3[S:11][C:12]([C:14]([O:16]C)=[O:15])=[CH:13][C:9]=3[CH:8]=2)=[CH:3][CH:2]=1.O.[OH-].[Li+].O, predict the reaction product. The product is: [N:1]1[CH:6]=[CH:5][C:4]([C:7]2[CH:19]=[CH:18][C:10]3[S:11][C:12]([C:14]([OH:16])=[O:15])=[CH:13][C:9]=3[CH:8]=2)=[CH:3][CH:2]=1. (7) Given the reactants [Cl:1][C:2]1[CH:7]=[CH:6][C:5]([Cl:8])=[CH:4][C:3]=1[S:9][CH2:10][C:11](O)=O.ClC1C=CC(Cl)=CC=1S.[OH-].[K+].BrCC[CH2:28][C:29]([O:31]CC)=[O:30], predict the reaction product. The product is: [Cl:1][C:2]1[CH:7]=[CH:6][C:5]([Cl:8])=[CH:4][C:3]=1[S:9][CH2:10][CH2:11][CH2:28][C:29]([OH:31])=[O:30]. (8) Given the reactants [Br:1][C:2]1[CH:3]=[C:4]([CH:6]=[CH:7][CH:8]=1)[NH2:5].Cl.[N:10]([O-])=O.[Na+].[C:14]([CH2:16][C:17]([NH2:19])=[O:18])#[N:15].C([O-])(=O)C.[Na+], predict the reaction product. The product is: [Br:1][C:2]1[CH:3]=[C:4]([N:5]=[N:10][CH:16]([C:14]#[N:15])[C:17]([NH2:19])=[O:18])[CH:6]=[CH:7][CH:8]=1. (9) The product is: [CH2:53]([NH:55][C:56]([N:28]1[CH2:29][CH2:30][C@H:25]([NH:24][S:20]([C:13]2[C:14]3[C:19](=[CH:18][CH:17]=[CH:16][CH:15]=3)[C:10]([NH:9][C:1](=[O:8])[C:2]3[CH:7]=[CH:6][CH:5]=[CH:4][C:3]=3[CH3:39])=[CH:11][CH:12]=2)(=[O:22])=[O:21])[C@H:26]([CH3:38])[CH2:27]1)=[O:57])[CH3:54]. Given the reactants [C:1]([NH:9][C:10]1[C:19]2[C:14](=[CH:15][CH:16]=[CH:17][CH:18]=2)[C:13]([S:20](Cl)(=[O:22])=[O:21])=[CH:12][CH:11]=1)(=[O:8])[C:2]1[CH:7]=[CH:6][CH:5]=[CH:4][CH:3]=1.[NH2:24][CH:25]1[CH2:30][CH2:29][N:28](CC2C=CC=CC=2)[CH2:27][CH:26]1[CH3:38].[C:39](OC(N1CCC(N)CC1)=O)(C)(C)C.[CH2:53]([N:55]=[C:56]=[O:57])[CH3:54].N(C(C)C)=C=O, predict the reaction product. (10) Given the reactants [Cl:1][C:2]1[CH:7]=[CH:6][C:5](Br)=[CH:4][CH:3]=1.[F:9][C:10]1[CH:17]=[CH:16][C:13]([CH:14]=[O:15])=[CH:12][C:11]=1[Cl:18].ClC1C=CC(C(C2C=CC(OC)=CC=2)O)=CC=1, predict the reaction product. The product is: [Cl:18][C:11]1[CH:12]=[C:13]([CH:14]([C:5]2[CH:6]=[CH:7][C:2]([Cl:1])=[CH:3][CH:4]=2)[OH:15])[CH:16]=[CH:17][C:10]=1[F:9].